From a dataset of Full USPTO retrosynthesis dataset with 1.9M reactions from patents (1976-2016). Predict the reactants needed to synthesize the given product. (1) Given the product [CH3:32][S:33]([OH:36])(=[O:35])=[O:34].[CH:1]1([N:4]2[C:13]3[C:8](=[CH:9][CH:10]=[C:11]([C:18]4[CH:19]=[C:20]5[C:24](=[CH:25][CH:26]=4)[C@@H:23]([CH3:27])[NH:22][CH2:21]5)[C:12]=3[O:14][CH:15]([F:17])[F:16])[C:7](=[O:28])[C:6]([C:29]([OH:31])=[O:30])=[CH:5]2)[CH2:3][CH2:2]1, predict the reactants needed to synthesize it. The reactants are: [CH:1]1([N:4]2[C:13]3[C:8](=[CH:9][CH:10]=[C:11]([C:18]4[CH:19]=[C:20]5[C:24](=[CH:25][CH:26]=4)[C@@H:23]([CH3:27])[NH:22][CH2:21]5)[C:12]=3[O:14][CH:15]([F:17])[F:16])[C:7](=[O:28])[C:6]([C:29]([OH:31])=[O:30])=[CH:5]2)[CH2:3][CH2:2]1.[CH3:32][S:33]([OH:36])(=[O:35])=[O:34]. (2) Given the product [Cl:12][C:13]1[CH:36]=[C:35]([Cl:37])[CH:34]=[CH:33][C:14]=1[CH2:15][O:16][C:17]1[CH:32]=[CH:31][C:20]2[C:21]([O:27][CH2:28][O:29][CH3:30])=[C:22]([C:24]([NH2:3])=[O:25])[S:23][C:19]=2[CH:18]=1, predict the reactants needed to synthesize it. The reactants are: CC[N:3]=C=NCCCN(C)C.[Cl:12][C:13]1[CH:36]=[C:35]([Cl:37])[CH:34]=[CH:33][C:14]=1[CH2:15][O:16][C:17]1[CH:32]=[CH:31][C:20]2[C:21]([O:27][CH2:28][O:29][CH3:30])=[C:22]([C:24](O)=[O:25])[S:23][C:19]=2[CH:18]=1.CN(C=O)C. (3) Given the product [C:1]([C:9]1[C:10]2[CH:21]=[CH:20][CH:19]=[CH:18][C:11]=2[S:12][C:13]=1[NH:14][C:15](=[O:17])[CH3:16])(=[O:8])[C:2]1[CH:3]=[CH:4][CH:5]=[CH:6][CH:7]=1, predict the reactants needed to synthesize it. The reactants are: [C:1]([C:9]1[C:10]2[CH2:21][CH2:20][CH2:19][CH2:18][C:11]=2[S:12][C:13]=1[NH:14][C:15](=[O:17])[CH3:16])(=[O:8])[C:2]1[CH:7]=[CH:6][CH:5]=[CH:4][CH:3]=1.